Dataset: Catalyst prediction with 721,799 reactions and 888 catalyst types from USPTO. Task: Predict which catalyst facilitates the given reaction. (1) Reactant: [OH-].[Na+].[C:3]([C:7]1[C:12]([C:13]([O:15]CC)=[O:14])=[CH:11][N:10]=[C:9]([N:18]2[CH2:23][CH2:22][O:21][CH2:20][CH2:19]2)[N:8]=1)([CH3:6])([CH3:5])[CH3:4]. Product: [C:3]([C:7]1[C:12]([C:13]([OH:15])=[O:14])=[CH:11][N:10]=[C:9]([N:18]2[CH2:23][CH2:22][O:21][CH2:20][CH2:19]2)[N:8]=1)([CH3:6])([CH3:4])[CH3:5]. The catalyst class is: 5. (2) Reactant: [CH3:1][O:2][C:3]1[CH:4]=[C:5]2[C:10](=[CH:11][C:12]=1[O:13][CH3:14])[N:9]=[CH:8][N:7]=[C:6]2[O:15][C:16]1[CH:22]=[CH:21][C:19]([NH2:20])=[CH:18][CH:17]=1.C1(C)C=CC=CC=1.C(N(CC)CC)C.ClC(Cl)(O[C:41](=[O:47])[O:42][C:43](Cl)(Cl)Cl)Cl.[CH3:49][O:50][C:51]1[CH:52]=[C:53]([CH:56]=[CH:57][C:58]=1[O:59][CH3:60])CO. Product: [CH3:1][O:2][C:3]1[CH:4]=[C:5]2[C:10](=[CH:11][C:12]=1[O:13][CH3:14])[N:9]=[CH:8][N:7]=[C:6]2[O:15][C:16]1[CH:22]=[CH:21][C:19]([NH:20][C:41](=[O:47])[O:42][CH2:43][C:56]2[CH:53]=[CH:52][C:51]([O:50][CH3:49])=[C:58]([O:59][CH3:60])[CH:57]=2)=[CH:18][CH:17]=1. The catalyst class is: 2.